From a dataset of Peptide-MHC class I binding affinity with 185,985 pairs from IEDB/IMGT. Regression. Given a peptide amino acid sequence and an MHC pseudo amino acid sequence, predict their binding affinity value. This is MHC class I binding data. (1) The peptide sequence is FPRCRYVHK. The MHC is HLA-B44:02 with pseudo-sequence HLA-B44:02. The binding affinity (normalized) is 0.0847. (2) The peptide sequence is MFKTKGRYNL. The MHC is HLA-A29:02 with pseudo-sequence HLA-A29:02. The binding affinity (normalized) is 0.609. (3) The peptide sequence is GSIKIKQDVR. The MHC is HLA-A03:01 with pseudo-sequence HLA-A03:01. The binding affinity (normalized) is 0.169. (4) The peptide sequence is HQFTSNPEV. The MHC is HLA-B15:01 with pseudo-sequence HLA-B15:01. The binding affinity (normalized) is 0.0847. (5) The peptide sequence is QRSTLERTSKASLER. The MHC is HLA-B53:01 with pseudo-sequence HLA-B53:01. The binding affinity (normalized) is 0. (6) The peptide sequence is LVKTESWIL. The MHC is HLA-A02:16 with pseudo-sequence HLA-A02:16. The binding affinity (normalized) is 0.0847. (7) The peptide sequence is MEKTHNLMA. The MHC is HLA-A69:01 with pseudo-sequence HLA-A69:01. The binding affinity (normalized) is 0.0847. (8) The peptide sequence is TRAVGKPLL. The MHC is HLA-B46:01 with pseudo-sequence HLA-B46:01. The binding affinity (normalized) is 0.0847. (9) The peptide sequence is YIYIVNMFY. The MHC is HLA-B15:01 with pseudo-sequence HLA-B15:01. The binding affinity (normalized) is 0.341.